Dataset: Catalyst prediction with 721,799 reactions and 888 catalyst types from USPTO. Task: Predict which catalyst facilitates the given reaction. (1) Reactant: CC1C(CC(OCC)=O)=C(C)N(CC(OC(C)(C)C)=O)N=1.[Cl:22][C:23]1[CH:28]=[C:27]([F:29])[CH:26]=[CH:25][C:24]=1[CH2:30][NH:31][C:32](=[O:58])[CH2:33][C:34]1[CH:35]=[N:36][N:37](C(C2C=CC=CC=2)(C2C=CC=CC=2)C2C=CC=CC=2)[CH:38]=1.O.C(=O)([O-])[O-].[K+].[K+]. Product: [Cl:22][C:23]1[CH:28]=[C:27]([F:29])[CH:26]=[CH:25][C:24]=1[CH2:30][NH:31][C:32](=[O:58])[CH2:33][C:34]1[CH:38]=[N:37][NH:36][CH:35]=1. The catalyst class is: 4. (2) Reactant: CCN=C=NCCCN(C)C.Cl.C1C=CC2N(O)N=NC=2C=1.[Br:23][C:24]1[N:25]=[C:26]([C@H:35]2[CH2:40][CH2:39][C@H:38]([C:41](O)=[O:42])[CH2:37][CH2:36]2)[O:27][C:28]=1[C:29]1[CH:34]=[CH:33][CH:32]=[CH:31][CH:30]=1.[NH2:44][CH2:45][CH2:46][NH:47][C:48]([C:50]1[C:51]([C:61]([F:64])([F:63])[F:62])=[N:52][N:53]([C:55]2[CH:60]=[CH:59][CH:58]=[CH:57][CH:56]=2)[CH:54]=1)=[O:49]. Product: [Br:23][C:24]1[N:25]=[C:26]([C@H:35]2[CH2:40][CH2:39][C@H:38]([C:41]([NH:44][CH2:45][CH2:46][NH:47][C:48]([C:50]3[C:51]([C:61]([F:63])([F:64])[F:62])=[N:52][N:53]([C:55]4[CH:60]=[CH:59][CH:58]=[CH:57][CH:56]=4)[CH:54]=3)=[O:49])=[O:42])[CH2:37][CH2:36]2)[O:27][C:28]=1[C:29]1[CH:34]=[CH:33][CH:32]=[CH:31][CH:30]=1. The catalyst class is: 6. (3) Reactant: C(=O)([O-])[O-].[K+].[K+].[NH2:7][C:8]1[C:13]([OH:14])=[CH:12][CH:11]=[CH:10][N:9]=1.F[C:16]1[CH:23]=[CH:22][C:19]([C:20]#[N:21])=[CH:18][CH:17]=1. Product: [NH2:7][C:8]1[C:13]([O:14][C:16]2[CH:23]=[CH:22][C:19]([C:20]#[N:21])=[CH:18][CH:17]=2)=[CH:12][CH:11]=[CH:10][N:9]=1. The catalyst class is: 3. (4) Reactant: CC(OC(/N=N/C(OC(C)C)=O)=O)C.[C:15]1([N:25]2[C:29](=[S:30])[N:28]=[N:27][NH:26]2)[C:24]2[C:19](=[CH:20][CH:21]=[CH:22][CH:23]=2)[CH:18]=[CH:17][CH:16]=1.[Cl:31][C:32]1[CH:37]=[CH:36][CH:35]=[CH:34][C:33]=1[C@@H:38]1[CH2:40][C@H:39]1[CH2:41]O.C1C=CC(P(C2C=CC=CC=2)C2C=CC=CC=2)=CC=1. Product: [Cl:31][C:32]1[CH:37]=[CH:36][CH:35]=[CH:34][C:33]=1[C@@H:38]1[CH2:40][C@H:39]1[CH2:41][S:30][C:29]1[N:25]([C:15]2[C:24]3[C:19](=[CH:20][CH:21]=[CH:22][CH:23]=3)[CH:18]=[CH:17][CH:16]=2)[N:26]=[N:27][N:28]=1. The catalyst class is: 1. (5) Reactant: [C:1]([O:4][CH2:5][CH2:6][C:7]1[CH:8]=[CH:9][C:10]2[CH:11]3[CH2:20][CH2:19][CH2:18][CH:12]3[C:13](=[O:17])[NH:14][C:15]=2[CH:16]=1)(=[O:3])[CH3:2].[Cl:21]N1C(=O)CCC1=O. Product: [C:1]([O:4][CH2:5][CH2:6][C:7]1[C:8]([Cl:21])=[CH:9][C:10]2[CH:11]3[CH2:20][CH2:19][CH2:18][CH:12]3[C:13](=[O:17])[NH:14][C:15]=2[CH:16]=1)(=[O:3])[CH3:2]. The catalyst class is: 3.